Dataset: Full USPTO retrosynthesis dataset with 1.9M reactions from patents (1976-2016). Task: Predict the reactants needed to synthesize the given product. Given the product [C:1]([O-:8])(=[O:7])/[CH:2]=[CH:3]/[C:4]([OH:6])=[O:5].[P:9]([OH:44])([OH:45])([O:11][CH2:12][N+:13]1[C:17]([CH3:18])=[CH:16][N:15]([C:19]2[CH:24]=[CH:23][C:22](/[CH:25]=[C:26]3/[C:27](=[O:41])[N:28]([C@H:32]([C:34]4[CH:35]=[CH:36][C:37]([F:40])=[CH:38][CH:39]=4)[CH3:33])[CH2:29][CH2:30][CH2:31]/3)=[CH:21][C:20]=2[O:42][CH3:43])[CH:14]=1)=[O:10], predict the reactants needed to synthesize it. The reactants are: [C:1]([OH:8])(=[O:7])/[CH:2]=[CH:3]/[C:4]([OH:6])=[O:5].[P:9]([O-:45])([OH:44])([O:11][CH2:12][N+:13]1[C:17]([CH3:18])=[CH:16][N:15]([C:19]2[CH:24]=[CH:23][C:22](/[CH:25]=[C:26]3/[C:27](=[O:41])[N:28]([C@H:32]([C:34]4[CH:39]=[CH:38][C:37]([F:40])=[CH:36][CH:35]=4)[CH3:33])[CH2:29][CH2:30][CH2:31]/3)=[CH:21][C:20]=2[O:42][CH3:43])[CH:14]=1)=[O:10].